Task: Predict which catalyst facilitates the given reaction.. Dataset: Catalyst prediction with 721,799 reactions and 888 catalyst types from USPTO (1) Product: [NH2:35][C:33](=[O:34])[C@@H:32]([NH:31][C:9]([C@@H:1]1[C:3]2([CH2:4][CH2:5][CH2:6][CH2:7][CH2:8]2)[CH2:2]1)=[O:11])[CH3:36]. Reactant: [CH:1]1([C:9]([OH:11])=O)[C:3]2([CH2:8][CH2:7][CH2:6][CH2:5][CH2:4]2)[CH2:2]1.C(N1C=CN=C1)(N1C=CN=C1)=O.C(OCC)(=O)C.Cl.[NH2:31][C@@H:32]([CH3:36])[C:33]([NH2:35])=[O:34]. The catalyst class is: 6. (2) Reactant: [F:1][C:2]([F:13])([F:12])[C:3]1[C:8]([C:9](O)=[O:10])=[CH:7][N:6]=[CH:5][CH:4]=1.Cl.[CH3:15][NH:16][O:17][CH3:18].C(N(C(C)C)C(C)C)C.CN(C(ON1N=NC2C=CC=NC1=2)=[N+](C)C)C.F[P-](F)(F)(F)(F)F. Product: [CH3:18][O:17][N:16]([CH3:15])[C:9](=[O:10])[C:8]1[C:3]([C:2]([F:13])([F:12])[F:1])=[CH:4][CH:5]=[N:6][CH:7]=1. The catalyst class is: 34. (3) Reactant: [CH2:1]1[CH:10]2[N:5]([CH2:6][CH2:7][CH2:8][CH2:9]2)[CH2:4][CH:3]([CH2:11][OH:12])[CH2:2]1.C(N(CC)CC)C.[CH3:20][S:21](Cl)(=[O:23])=[O:22]. Product: [CH3:20][S:21]([O:12][CH2:11][CH:3]1[CH2:4][N:5]2[CH:10]([CH2:9][CH2:8][CH2:7][CH2:6]2)[CH2:1][CH2:2]1)(=[O:23])=[O:22]. The catalyst class is: 4. (4) Reactant: CN(C(ON1N=NC2C=CC=NC1=2)=[N+](C)C)C.F[P-](F)(F)(F)(F)F.CCN(C(C)C)C(C)C.[C:34]([O:38][C:39]([N:41]1[CH2:46][C@H:45]([CH2:47][N:48]2[CH2:53][CH2:52][O:51][CH2:50][C@H:49]2[CH3:54])[N:44]([CH2:55][C:56](O)=[O:57])[CH2:43][C@H:42]1[CH3:59])=[O:40])([CH3:37])([CH3:36])[CH3:35].[F:60][C:61]([C:66]1[CH:67]=[C:68]2[NH:74][CH2:73][C:72]([CH3:76])([CH3:75])[C:69]2=[N:70][CH:71]=1)([F:65])[CH2:62][CH2:63][CH3:64]. Product: [C:34]([O:38][C:39]([N:41]1[CH2:46][C@H:45]([CH2:47][N:48]2[CH2:53][CH2:52][O:51][CH2:50][C@H:49]2[CH3:54])[N:44]([CH2:55][C:56]([N:74]2[C:68]3[C:69](=[N:70][CH:71]=[C:66]([C:61]([F:65])([F:60])[CH2:62][CH2:63][CH3:64])[CH:67]=3)[C:72]([CH3:75])([CH3:76])[CH2:73]2)=[O:57])[CH2:43][C@H:42]1[CH3:59])=[O:40])([CH3:36])([CH3:37])[CH3:35]. The catalyst class is: 3. (5) Reactant: [H-].[Al+3].[Li+].[H-].[H-].[H-].C(O[C:12]([NH:14][CH2:15][C:16]1[CH:40]=[CH:39][C:19]([NH:20][C:21]([C:23]2[CH:28]=[CH:27][CH:26]=[CH:25][C:24]=2[C:29]2[CH:34]=[CH:33][C:32]([C:35]([F:38])([F:37])[F:36])=[CH:31][CH:30]=2)=[O:22])=[CH:18][CH:17]=1)=O)(C)(C)C.[F-].[Na+].O. Product: [CH3:12][NH:14][CH2:15][C:16]1[CH:40]=[CH:39][C:19]([NH:20][C:21]([C:23]2[C:24]([C:29]3[CH:30]=[CH:31][C:32]([C:35]([F:36])([F:37])[F:38])=[CH:33][CH:34]=3)=[CH:25][CH:26]=[CH:27][CH:28]=2)=[O:22])=[CH:18][CH:17]=1. The catalyst class is: 7. (6) Reactant: C[CH:2]1[CH2:7][CH2:6][CH2:5][CH2:4][N:3]1[CH2:8][C:9]1[CH:14]=[CH:13][C:12]([F:15])=[C:11]([F:16])[CH:10]=1.B.[CH2:18]1[CH2:22]O[CH2:20][CH2:19]1.CO. Product: [C:18]1([CH:22]([NH:3][CH2:2][CH2:7][CH:6]2[CH2:7][CH2:2][N:3]([CH2:8][C:9]3[CH:14]=[CH:13][C:12]([F:15])=[C:11]([F:16])[CH:10]=3)[CH2:4][CH2:5]2)[C:11]2[CH:10]=[CH:9][CH:14]=[CH:13][CH:12]=2)[CH:4]=[CH:5][CH:6]=[CH:20][CH:19]=1. The catalyst class is: 1. (7) Reactant: [Cl-].[C:2]1([S+:8]([C:15]2[CH:20]=[CH:19][CH:18]=[CH:17][CH:16]=2)[C:9]2[CH:14]=[CH:13][CH:12]=[CH:11][CH:10]=2)[CH:7]=[CH:6][CH:5]=[CH:4][CH:3]=1.[C:21]([O:29][CH2:30][CH2:31][C:32]([F:41])([F:40])[C:33]([F:39])([F:38])[S:34]([O-:37])(=[O:36])=[O:35])(=[O:28])[C:22]1[CH:27]=[CH:26][CH:25]=[CH:24][CH:23]=1.[Na+]. Product: [C:21]([O:29][CH2:30][CH2:31][C:32]([F:41])([F:40])[C:33]([F:38])([F:39])[S:34]([O-:37])(=[O:36])=[O:35])(=[O:28])[C:22]1[CH:23]=[CH:24][CH:25]=[CH:26][CH:27]=1.[C:15]1([S+:8]([C:2]2[CH:3]=[CH:4][CH:5]=[CH:6][CH:7]=2)[C:9]2[CH:14]=[CH:13][CH:12]=[CH:11][CH:10]=2)[CH:16]=[CH:17][CH:18]=[CH:19][CH:20]=1. The catalyst class is: 4.